Dataset: Catalyst prediction with 721,799 reactions and 888 catalyst types from USPTO. Task: Predict which catalyst facilitates the given reaction. (1) Reactant: [N+:1]([C:4]1[CH:5]=[C:6]([C:14]2[CH:19]=[CH:18][CH:17]=[CH:16][CH:15]=2)[CH:7]=[CH:8][C:9]=1[CH2:10][C:11](O)=[O:12])([O-])=O. Product: [C:14]1([C:6]2[CH:5]=[C:4]3[C:9]([CH2:10][C:11](=[O:12])[NH:1]3)=[CH:8][CH:7]=2)[CH:19]=[CH:18][CH:17]=[CH:16][CH:15]=1. The catalyst class is: 180. (2) Reactant: [C:1]([O:5][C:6]([N:8]1[CH2:13][C@H:12]([CH2:14]Cl)[N:11]([CH2:16][C:17]([N:19]2[C:27]3[C:22](=[N:23][CH:24]=[C:25]([CH2:28][C:29]4[CH:34]=[CH:33][C:32]([F:35])=[CH:31][CH:30]=4)[CH:26]=3)[C:21]([CH3:37])([CH3:36])[CH2:20]2)=[O:18])[CH2:10][C@H:9]1[CH3:38])=[O:7])([CH3:4])([CH3:3])[CH3:2].[C:39]([SiH2:43][O:44][C:45]([CH3:54])([CH3:53])[C@@H:46]1[O:51][CH2:50][C@@H:49]([CH3:52])[NH:48][CH2:47]1)([CH3:42])([CH3:41])[CH3:40].C(=O)([O-])[O-].[K+].[K+].[I-].[K+]. Product: [C:1]([O:5][C:6]([N:8]1[CH2:13][C@H:12]([CH2:14][N:48]2[C@H:49]([CH3:52])[CH2:50][O:51][C@@H:46]([C:45]([CH3:53])([CH3:54])[O:44][SiH2:43][C:39]([CH3:42])([CH3:41])[CH3:40])[CH2:47]2)[N:11]([CH2:16][C:17]([N:19]2[C:27]3[C:22](=[N:23][CH:24]=[C:25]([CH2:28][C:29]4[CH:34]=[CH:33][C:32]([F:35])=[CH:31][CH:30]=4)[CH:26]=3)[C:21]([CH3:37])([CH3:36])[CH2:20]2)=[O:18])[CH2:10][C@H:9]1[CH3:38])=[O:7])([CH3:4])([CH3:3])[CH3:2]. The catalyst class is: 496. (3) Reactant: [CH3:1][O:2][C:3]([C@@H:5]([N:13]1[CH2:21][C:17]2[CH:18]=[CH:19][S:20][C:16]=2[CH2:15][CH2:14]1)[C:6]1[CH:7]=[CH:8][CH:9]=[CH:10][C:11]=1[Cl:12])=[O:4].[S:22](=[O:26])(=[O:25])([OH:24])[OH:23]. Product: [CH3:1][O:2][C:3]([C@@H:5]([N:13]1[CH2:21][C:17]2[CH:18]=[CH:19][S:20][C:16]=2[CH2:15][CH2:14]1)[C:6]1[C:11]([Cl:12])=[CH:10][CH:9]=[CH:8][CH:7]=1)=[O:4].[OH:25][S:22]([OH:26])(=[O:24])=[O:23]. The catalyst class is: 12. (4) Reactant: [NH2:1][C:2]1[CH:7]=[CH:6][C:5]([Br:8])=[CH:4][N:3]=1.N1C=CC=CC=1.[F:15][C:16]([F:28])([F:27])[C:17]1[CH:22]=[CH:21][C:20]([S:23](Cl)(=[O:25])=[O:24])=[CH:19][CH:18]=1. The catalyst class is: 599. Product: [Br:8][C:5]1[CH:6]=[CH:7][C:2]([NH:1][S:23]([C:20]2[CH:19]=[CH:18][C:17]([C:16]([F:15])([F:27])[F:28])=[CH:22][CH:21]=2)(=[O:25])=[O:24])=[N:3][CH:4]=1. (5) Reactant: Cl.[CH3:2][O:3][C:4]([C:6]1[C:10]([NH2:11])=[CH:9][S:8][CH:7]=1)=[O:5].C(N(CC)CC)C.[Cl:19][C:20]1[CH:32]=[CH:31][CH:30]=[CH:29][C:21]=1[O:22][CH2:23][CH2:24][CH2:25][C:26](Cl)=[O:27]. Product: [CH3:2][O:3][C:4]([C:6]1[C:10]([NH:11][C:26](=[O:27])[CH2:25][CH2:24][CH2:23][O:22][C:21]2[CH:29]=[CH:30][CH:31]=[CH:32][C:20]=2[Cl:19])=[CH:9][S:8][CH:7]=1)=[O:5]. The catalyst class is: 4.